Dataset: Forward reaction prediction with 1.9M reactions from USPTO patents (1976-2016). Task: Predict the product of the given reaction. (1) Given the reactants C(O[C:4](=[O:15])[C:5]([CH3:14])([CH3:13])[C:6]([C:8]1[O:9][CH:10]=[CH:11][CH:12]=1)=O)C.[NH:16]([C:18]1[CH:37]=[CH:36][C:21]([C:22]([NH:24][CH:25]2[CH2:30][C:29]([CH3:32])([CH3:31])[N:28]([CH3:33])[C:27]([CH3:35])([CH3:34])[CH2:26]2)=[O:23])=[CH:20][CH:19]=1)[NH2:17], predict the reaction product. The product is: [O:9]1[CH:10]=[CH:11][CH:12]=[C:8]1[C:6]1[C:5]([CH3:13])([CH3:14])[C:4](=[O:15])[N:16]([C:18]2[CH:37]=[CH:36][C:21]([C:22]([NH:24][CH:25]3[CH2:26][C:27]([CH3:34])([CH3:35])[N:28]([CH3:33])[C:29]([CH3:32])([CH3:31])[CH2:30]3)=[O:23])=[CH:20][CH:19]=2)[N:17]=1. (2) Given the reactants [C:1]([OH:5])(=O)[C:2]#[CH:3].CC(C)[N:8]=C=NC(C)C, predict the reaction product. The product is: [C:1]([NH2:8])(=[O:5])[C:2]#[CH:3].[C:1]([NH2:8])(=[O:5])[C:2]#[CH:3]. (3) The product is: [Br:1][C:2]1[CH:3]=[N:4][N:5]([CH2:31][CH2:30][O:32][CH2:33][CH3:34])[CH:6]=1. Given the reactants [Br:1][C:2]1[CH:3]=[N:4][NH:5][CH:6]=1.Cl.C(OCN1C2N=CN=C(C3C=NN([CH:30]([O:32][CH2:33][CH3:34])[CH3:31])C=3)C=2C=C1)(=O)C(C)(C)C, predict the reaction product. (4) Given the reactants O[CH2:2][C:3]([C:5]1[CH:10]=[CH:9][CH:8]=[CH:7][CH:6]=1)=[O:4].[CH2:11](Br)[CH:12]=[CH2:13].C(=O)([O-])[O-:16].[K+].[K+].[I-].[K+], predict the reaction product. The product is: [CH2:11]([O:16][C:10]1[CH:9]=[CH:8][CH:7]=[CH:6][C:5]=1[C:3](=[O:4])[CH3:2])[CH:12]=[CH2:13]. (5) Given the reactants [OH:1][CH2:2][C@H:3]1[C@@H:8]([CH3:9])[CH2:7][CH2:6][CH2:5][N:4]1[CH2:10][CH2:11][C:12]#[N:13].C(N(CC)[C:17](=[O:26])[C:18]1[CH:23]=[CH:22][CH:21]=[C:20]([CH3:24])[C:19]=1[CH3:25])C, predict the reaction product. The product is: [OH:1][CH2:2][C@H:3]1[C@@H:8]([CH3:9])[CH2:7][CH2:6][CH2:5][N:4]1[CH2:10][CH2:11][C:12]1[NH:13][C:17](=[O:26])[C:18]2[C:19]([CH:25]=1)=[C:20]([CH3:24])[CH:21]=[CH:22][CH:23]=2.